This data is from Forward reaction prediction with 1.9M reactions from USPTO patents (1976-2016). The task is: Predict the product of the given reaction. (1) Given the reactants FC(F)(F)C(O)=O.[NH:8]1[CH:12]=[CH:11][N:10]=[C:9]1[C:13]1[O:17][N:16]=[C:15]([CH:18]2[CH2:23][CH2:22][CH2:21][NH:20][CH2:19]2)[N:14]=1.[F:24][C:25]1[CH:26]=[C:27]([CH:31]=[CH:32][C:33]=1[F:34])[C:28](Cl)=[O:29], predict the reaction product. The product is: [F:24][C:25]1[CH:26]=[C:27]([C:28]([N:20]2[CH2:21][CH2:22][CH2:23][CH:18]([C:15]3[N:14]=[C:13]([C:9]4[NH:8][CH:12]=[CH:11][N:10]=4)[O:17][N:16]=3)[CH2:19]2)=[O:29])[CH:31]=[CH:32][C:33]=1[F:34]. (2) Given the reactants [CH2:1]([CH:8]1[CH2:13][CH2:12][CH2:11][CH2:10][C:9]1=[O:14])[C:2]1[CH:7]=[CH:6][CH:5]=[CH:4][CH:3]=1.C(C1CCCC([Cl:25])C1=O)(C)(C)C, predict the reaction product. The product is: [CH2:1]([CH:8]1[CH2:13][CH2:12][CH2:11][CH:10]([Cl:25])[C:9]1=[O:14])[C:2]1[CH:7]=[CH:6][CH:5]=[CH:4][CH:3]=1. (3) Given the reactants [OH:1][C:2]1[C:3]([CH3:17])=[C:4]2[C:12](=[CH:13][C:14]=1[CH3:15])[O:11][C:7]1([CH2:10][CH2:9][CH2:8]1)[CH2:6][C:5]2=[O:16].[BH4-].[Na+], predict the reaction product. The product is: [CH3:17][C:3]1[C:2]([OH:1])=[C:14]([CH3:15])[CH:13]=[C:12]2[C:4]=1[CH:5]([OH:16])[CH2:6][C:7]1([O:11]2)[CH2:8][CH2:9][CH2:10]1. (4) Given the reactants Br[C:2]1[C:3]2[C@H:15]3[C@:11]([CH3:16])([CH2:12][NH:13][CH2:14]3)[O:10][CH2:9][C:4]=2[C:5]([Cl:8])=[CH:6][CH:7]=1.[CH3:17][O-:18].[Na+].Cl, predict the reaction product. The product is: [ClH:8].[Cl:8][C:5]1[C:4]2[CH2:9][O:10][C@:11]3([CH3:16])[C@H:15]([C:3]=2[C:2]([O:18][CH3:17])=[CH:7][CH:6]=1)[CH2:14][NH:13][CH2:12]3. (5) The product is: [CH3:19][S:20][C:11]1[N:12]=[CH:13][N:14]2[CH:18]=[CH:17][S:16][C:15]=12. Given the reactants C([Mg]Br)C.C1COCC1.I[C:11]1[N:12]=[CH:13][N:14]2[CH:18]=[CH:17][S:16][C:15]=12.[CH3:19][S:20]S(C)(=O)=O.[Cl-].[NH4+], predict the reaction product. (6) Given the reactants [CH:1]([N:4]1[C:8]([CH2:9][CH2:10][C:11]2[C:15]3[CH:16]=[C:17]([CH3:24])[C:18]([NH:20]C(=O)C)=[CH:19][C:14]=3[O:13][N:12]=2)=[CH:7][C:6]([C:25]2[CH:30]=[CH:29][C:28]([C:31]([F:34])([F:33])[F:32])=[CH:27][CH:26]=2)=[N:5]1)([CH3:3])[CH3:2].[OH-].[Na+], predict the reaction product. The product is: [NH2:20][C:18]1[C:17]([CH3:24])=[CH:16][C:15]2[C:11]([CH2:10][CH2:9][C:8]3[N:4]([CH:1]([CH3:3])[CH3:2])[N:5]=[C:6]([C:25]4[CH:30]=[CH:29][C:28]([C:31]([F:34])([F:33])[F:32])=[CH:27][CH:26]=4)[CH:7]=3)=[N:12][O:13][C:14]=2[CH:19]=1.